This data is from Forward reaction prediction with 1.9M reactions from USPTO patents (1976-2016). The task is: Predict the product of the given reaction. Given the reactants C([O:8][C:9]1[CH:14]=[CH:13][C:12]([C:15](=[O:21])[CH:16](OCC)O)=[CH:11][C:10]=1[NH:22][S:23]([CH3:26])(=[O:25])=[O:24])C1C=CC=CC=1.[CH3:27][C:28]([NH2:37])([CH3:36])[CH2:29][CH2:30][N:31]1[CH:35]=[N:34][CH:33]=[N:32]1, predict the reaction product. The product is: [CH3:36][C:28]([NH:37][CH2:16][CH:15]([C:12]1[CH:13]=[CH:14][C:9]([OH:8])=[C:10]([NH:22][S:23]([CH3:26])(=[O:24])=[O:25])[CH:11]=1)[OH:21])([CH3:27])[CH2:29][CH2:30][N:31]1[CH:35]=[N:34][CH:33]=[N:32]1.